This data is from Catalyst prediction with 721,799 reactions and 888 catalyst types from USPTO. The task is: Predict which catalyst facilitates the given reaction. Reactant: [N:1]([CH2:4][CH:5]1[O:9][N:8]=[C:7]([C:10]2[CH:15]=[CH:14][C:13]([Br:16])=[CH:12][N:11]=2)[CH2:6]1)=[N+:2]=[N-:3].[CH:17]12CC(C=C1)C=[CH:18]2. Product: [Br:16][C:13]1[CH:14]=[CH:15][C:10]([C:7]2[CH2:6][CH:5]([CH2:4][N:1]3[CH:18]=[CH:17][N:3]=[N:2]3)[O:9][N:8]=2)=[N:11][CH:12]=1. The catalyst class is: 12.